Dataset: Tox21: 12 toxicity assays (nuclear receptors and stress response pathways). Task: Binary classification across 12 toxicity assays. (1) The compound is c1ccc(N=Nc2ccccc2)cc1. It tested positive (active) for: NR-ER (Estrogen Receptor agonist activity). (2) The molecule is O=C(O)c1cc(O)c(O)c(O)c1. It tested positive (active) for: SR-ARE (Antioxidant Response Element (oxidative stress)).